From a dataset of Forward reaction prediction with 1.9M reactions from USPTO patents (1976-2016). Predict the product of the given reaction. (1) Given the reactants [Cl:1][C:2]1[CH:30]=[CH:29][C:28]([O:31][CH3:32])=[CH:27][C:3]=1[O:4][C:5]1[C:6]([NH:15][S:16](=[O:26])(=[O:25])[NH:17][CH2:18][C:19]2[CH:24]=[CH:23][CH:22]=[CH:21][CH:20]=2)=[N:7][CH:8]=[N:9][C:10]=1[O:11][CH2:12][CH2:13][OH:14].[CH3:33][S:34][C:35]1[CH:36]=[N:37][C:38](Cl)=[N:39][CH:40]=1, predict the reaction product. The product is: [CH3:33][S:34][C:35]1[CH:36]=[N:37][C:38]([O:14][CH2:13][CH2:12][O:11][C:10]2[N:9]=[CH:8][N:7]=[C:6]([NH:15][S:16](=[O:26])(=[O:25])[NH:17][CH2:18][C:19]3[CH:24]=[CH:23][CH:22]=[CH:21][CH:20]=3)[C:5]=2[O:4][C:3]2[CH:27]=[C:28]([O:31][CH3:32])[CH:29]=[CH:30][C:2]=2[Cl:1])=[N:39][CH:40]=1. (2) Given the reactants O[CH2:2][CH2:3][CH:4]1[CH2:9][CH2:8][N:7]([C:10](=[O:12])[CH3:11])[CH2:6][CH2:5]1.C(Br)(Br)(Br)[Br:14].C1(P(C2C=CC=CC=2)C2C=CC=CC=2)C=CC=CC=1.N1C=CN=C1, predict the reaction product. The product is: [Br:14][CH2:2][CH2:3][CH:4]1[CH2:9][CH2:8][N:7]([C:10](=[O:12])[CH3:11])[CH2:6][CH2:5]1. (3) Given the reactants C(OC(=O)[NH:7][C:8]1([C:12]2[CH:17]=[CH:16][C:15]([C:18]3[C:23]([C:24]4[CH:29]=[CH:28][CH:27]=[CH:26][CH:25]=4)=[CH:22][N:21]4[N:30]=[C:31]([NH2:33])[N:32]=[C:20]4[N:19]=3)=[CH:14][CH:13]=2)[CH2:11][CH2:10][CH2:9]1)(C)(C)C.C(O)(C(F)(F)F)=O, predict the reaction product. The product is: [NH2:7][C:8]1([C:12]2[CH:13]=[CH:14][C:15]([C:18]3[C:23]([C:24]4[CH:29]=[CH:28][CH:27]=[CH:26][CH:25]=4)=[CH:22][N:21]4[N:30]=[C:31]([NH2:33])[N:32]=[C:20]4[N:19]=3)=[CH:16][CH:17]=2)[CH2:11][CH2:10][CH2:9]1. (4) Given the reactants [CH3:1][O:2][C:3]([C:5]1[C:9]([N+:10]([O-])=O)=[CH:8][N:7]([CH3:13])[N:6]=1)=[O:4].[H][H], predict the reaction product. The product is: [CH3:1][O:2][C:3]([C:5]1[C:9]([NH2:10])=[CH:8][N:7]([CH3:13])[N:6]=1)=[O:4].